This data is from Peptide-MHC class I binding affinity with 185,985 pairs from IEDB/IMGT. The task is: Regression. Given a peptide amino acid sequence and an MHC pseudo amino acid sequence, predict their binding affinity value. This is MHC class I binding data. The peptide sequence is SSLRYGNVL. The MHC is HLA-A29:02 with pseudo-sequence HLA-A29:02. The binding affinity (normalized) is 0.0847.